This data is from Reaction yield outcomes from USPTO patents with 853,638 reactions. The task is: Predict the reaction yield, written as a fraction of the theoretical maximum amount of product (1.0 means a 100% yield; for example, 0.34 means a 34% yield). (1) The reactants are [Br:1][C:2]1[CH:3]=[CH:4][C:5]([NH2:8])=[N:6][CH:7]=1.Cl[CH2:10][CH:11]=O. The catalyst is CCO.O. The product is [Br:1][C:2]1[CH:3]=[CH:4][C:5]2[N:6]([CH:10]=[CH:11][N:8]=2)[CH:7]=1. The yield is 1.00. (2) The product is [Cl:1][C:2]1[N:3]([C:19]2[CH:18]=[CH:17][CH:16]=[C:15]([CH:13]=[O:14])[CH:20]=2)[C:4]2[C:9]([C:10]=1[CH:11]=[O:12])=[CH:8][CH:7]=[CH:6][CH:5]=2. The reactants are [Cl:1][C:2]1[NH:3][C:4]2[C:9]([C:10]=1[CH:11]=[O:12])=[CH:8][CH:7]=[CH:6][CH:5]=2.[CH:13]([C:15]1[CH:16]=[C:17](B(O)O)[CH:18]=[CH:19][CH:20]=1)=[O:14]. The yield is 0.990. No catalyst specified. (3) The reactants are [F:1][C:2]([F:32])([F:31])[S:3]([O:6][C:7]1[CH:12]=[CH:11][CH:10]=[C:9]([C:13]2([C:23]3[CH:28]=[CH:27][C:26]([F:29])=[C:25](Br)[CH:24]=3)[C:21]3[C:16](=[CH:17][CH:18]=[CH:19][CH:20]=3)[C:15]([NH2:22])=[N:14]2)[CH:8]=1)(=[O:5])=[O:4].[N:33]1[CH:38]=[C:37](B(O)O)[CH:36]=[N:35][CH:34]=1.C([O-])(=O)C.[K+].COC=COC. The catalyst is ClCCl.[Pd](Cl)Cl.C1(P(C2C=CC=CC=2)[C-]2C=CC=C2)C=CC=CC=1.[C-]1(P(C2C=CC=CC=2)C2C=CC=CC=2)C=CC=C1.[Fe+2].O. The product is [F:1][C:2]([F:32])([F:31])[S:3]([O:6][C:7]1[CH:12]=[CH:11][CH:10]=[C:9]([C:13]2([C:23]3[CH:28]=[CH:27][C:26]([F:29])=[C:25]([C:37]4[CH:38]=[N:33][CH:34]=[N:35][CH:36]=4)[CH:24]=3)[C:21]3[C:16](=[CH:17][CH:18]=[CH:19][CH:20]=3)[C:15]([NH2:22])=[N:14]2)[CH:8]=1)(=[O:5])=[O:4]. The yield is 0.370. (4) The product is [F:1][C:2]1[CH:3]=[C:4]([I:9])[C:5]([NH2:8])=[N:6][CH:7]=1. The reactants are [F:1][C:2]1[CH:3]=[CH:4][C:5]([NH2:8])=[N:6][CH:7]=1.[I:9]([O-])(=O)=O.[K+].[I-].[K+]. The yield is 0.580. The catalyst is S(=O)(=O)(O)O.O. (5) The catalyst is C(Cl)Cl. The yield is 0.860. The product is [Si:6]([O:5][CH2:4][C@@H:3]([NH:13][C:14](=[O:20])[O:15][C:16]([CH3:19])([CH3:18])[CH3:17])[CH2:2][NH:1][C:33](=[O:34])[CH2:32][CH2:31][CH2:30][CH2:29][Cl:28])([C:9]([CH3:11])([CH3:12])[CH3:10])([CH3:8])[CH3:7]. The reactants are [NH2:1][CH2:2][C@H:3]([NH:13][C:14](=[O:20])[O:15][C:16]([CH3:19])([CH3:18])[CH3:17])[CH2:4][O:5][Si:6]([C:9]([CH3:12])([CH3:11])[CH3:10])([CH3:8])[CH3:7].CCN(CC)CC.[Cl:28][CH2:29][CH2:30][CH2:31][CH2:32][C:33](Cl)=[O:34].[Na+].[Cl-]. (6) The reactants are [N:1]1[C:10]2[CH2:9][CH2:8][CH2:7][CH2:6][C:5]=2[CH:4]=[CH:3][CH:2]=1.C([Li])(C)(C)C.C[OH:17].OS(O)(=O)=O.C1[CH2:27][O:26][CH2:25]C1. No catalyst specified. The product is [C:25]([CH:9]1[C:10]2[N:1]=[CH:2][CH:3]=[CH:4][C:5]=2[CH2:6][CH2:7][CH2:8]1)([O:26][CH3:27])=[O:17]. The yield is 0.720. (7) The reactants are [Cl:1][C:2]1[CH:7]=[CH:6][N:5]=[C:4]([CH2:8][C:9]([C:12]2[CH:17]=[CH:16][C:15]([F:18])=[CH:14][CH:13]=2)=[N:10]O)[CH:3]=1.FC(F)(F)C(OC(=O)C(F)(F)F)=O.C(N(CC)CC)C.O. The catalyst is COCCOC.[Fe](Cl)Cl. The product is [Cl:1][C:2]1[CH:7]=[CH:6][N:5]2[N:10]=[C:9]([C:12]3[CH:17]=[CH:16][C:15]([F:18])=[CH:14][CH:13]=3)[CH:8]=[C:4]2[CH:3]=1. The yield is 0.570. (8) The reactants are [CH3:1][C:2]([CH3:16])([CH3:15])[C:3]#[C:4][C:5]1[CH:6]=[CH:7][C:8]([C:11]([O:13]C)=[O:12])=[N:9][CH:10]=1.[OH-].[Li+].CO. The catalyst is O. The product is [CH3:1][C:2]([CH3:16])([CH3:15])[C:3]#[C:4][C:5]1[CH:6]=[CH:7][C:8]([C:11]([OH:13])=[O:12])=[N:9][CH:10]=1. The yield is 0.950.